From a dataset of Forward reaction prediction with 1.9M reactions from USPTO patents (1976-2016). Predict the product of the given reaction. (1) Given the reactants [NH2:1][C:2]1[CH:3]=[CH:4][C:5]([S:10]([CH2:13][CH3:14])(=[O:12])=[O:11])=[C:6]([CH:9]=1)[C:7]#[N:8].Cl[S:16]([NH:19][C:20](=[O:29])[O:21][CH2:22][C:23]1[CH:28]=[CH:27][CH:26]=[CH:25][CH:24]=1)(=[O:18])=[O:17], predict the reaction product. The product is: [C:23]1([CH2:22][O:21][C:20](=[O:29])[NH:19][S:16]([NH:1][C:2]2[CH:3]=[CH:4][C:5]([S:10]([CH2:13][CH3:14])(=[O:12])=[O:11])=[C:6]([C:7]#[N:8])[CH:9]=2)(=[O:18])=[O:17])[CH:24]=[CH:25][CH:26]=[CH:27][CH:28]=1. (2) Given the reactants [C:1]([C:5]1[CH:6]=[C:7]([NH:20][C:21]([NH:23][C@@H:24]2[C:33]3[C:28](=[CH:29][CH:30]=[CH:31][CH:32]=3)[C@H:27]([O:34][C:35]3[CH:36]=[CH:37][C:38]4[N:39]([C:41]([N:44]5[CH2:49][CH2:48][CH2:47][CH2:46][C@H:45]5[CH3:50])=[N:42][N:43]=4)[CH:40]=3)[CH2:26][CH2:25]2)=[O:22])[N:8]([C:10]2[CH:15]=[CH:14][CH:13]=[C:12]([O:16][CH2:17][CH2:18]O)[CH:11]=2)[N:9]=1)([CH3:4])([CH3:3])[CH3:2].C[CH2:52][N:53](C(C)C)[CH:54](C)C.CS(Cl)(=O)=O.C([O-])(O)=O.[Na+].CNC, predict the reaction product. The product is: [C:1]([C:5]1[CH:6]=[C:7]([NH:20][C:21]([NH:23][C@@H:24]2[C:33]3[C:28](=[CH:29][CH:30]=[CH:31][CH:32]=3)[C@H:27]([O:34][C:35]3[CH:36]=[CH:37][C:38]4[N:39]([C:41]([N:44]5[CH2:49][CH2:48][CH2:47][CH2:46][C@H:45]5[CH3:50])=[N:42][N:43]=4)[CH:40]=3)[CH2:26][CH2:25]2)=[O:22])[N:8]([C:10]2[CH:15]=[CH:14][CH:13]=[C:12]([O:16][CH2:17][CH2:18][N:53]([CH3:54])[CH3:52])[CH:11]=2)[N:9]=1)([CH3:4])([CH3:2])[CH3:3].